Dataset: Full USPTO retrosynthesis dataset with 1.9M reactions from patents (1976-2016). Task: Predict the reactants needed to synthesize the given product. (1) The reactants are: CC(C)([S@]([NH:6][C@H:7]([C:20]1[CH:25]=[CH:24][CH:23]=[CH:22][CH:21]=1)[C:8]1[CH:9]=[C:10]([P:14]([CH3:19])(=[O:18])[O:15][CH2:16][CH3:17])[CH:11]=[CH:12][CH:13]=1)=O)C. Given the product [NH2:6][C@H:7]([C:20]1[CH:21]=[CH:22][CH:23]=[CH:24][CH:25]=1)[C:8]1[CH:9]=[C:10]([P:14]([CH3:19])(=[O:18])[O:15][CH2:16][CH3:17])[CH:11]=[CH:12][CH:13]=1, predict the reactants needed to synthesize it. (2) Given the product [CH2:27]([O:26][C:24]([C:19]1[NH:20][C:21]2[C:17]([CH:18]=1)=[CH:16][C:15]([CH:12]1[CH2:13][CH2:14][NH:9][CH2:10][CH2:11]1)=[CH:23][CH:22]=2)=[O:25])[CH3:28], predict the reactants needed to synthesize it. The reactants are: [Br-].C([N+:9]1[CH:14]=[CH:13][C:12]([C:15]2[CH:16]=[C:17]3[C:21](=[CH:22][CH:23]=2)[NH:20][C:19]([C:24]([O:26][CH2:27][CH3:28])=[O:25])=[CH:18]3)=[CH:11][CH:10]=1)C1C=CC=CC=1. (3) Given the product [ClH:1].[CH3:24][C:16](=[CH:17][C:18]1[CH:23]=[CH:22][CH:21]=[CH:20][CH:19]=1)[CH2:15][N:12]1[CH:5]=[C:4]([CH2:3][CH2:2][C:6]2[N:7]=[C:8]([NH2:11])[NH:9][CH:10]=2)[N:14]=[N:13]1, predict the reactants needed to synthesize it. The reactants are: [ClH:1].[CH2:2]([C:6]1[N:7]=[C:8]([NH2:11])[NH:9][CH:10]=1)[CH2:3][C:4]#[CH:5].[N:12]([CH2:15][C:16]([CH3:24])=[CH:17][C:18]1[CH:23]=[CH:22][CH:21]=[CH:20][CH:19]=1)=[N+:13]=[N-:14]. (4) Given the product [NH2:10][C:9](=[N:22][O:23][C:25](=[CH:24][C:31]([O:33][CH2:34][CH3:35])=[O:32])[C:26]([O:28][CH2:29][CH3:30])=[O:27])[C:6]1([NH:11][C:12]([O:13][CH2:14][C:15]2[CH:16]=[CH:17][CH:18]=[CH:19][CH:20]=2)=[O:21])[CH2:5][CH:4]([CH2:3][CH2:2][Cl:1])[O:8][CH2:7]1, predict the reactants needed to synthesize it. The reactants are: [Cl:1][CH2:2][CH2:3][CH:4]1[O:8][CH2:7][C:6]([NH:11][C:12](=[O:21])[O:13][CH2:14][C:15]2[CH:20]=[CH:19][CH:18]=[CH:17][CH:16]=2)([C:9]#[N:10])[CH2:5]1.[NH2:22][OH:23].[C:24]([C:31]([O:33][CH2:34][CH3:35])=[O:32])#[C:25][C:26]([O:28][CH2:29][CH3:30])=[O:27]. (5) The reactants are: [O:1]1[CH2:6][CH2:5][CH2:4][CH2:3][CH:2]1[O:7][CH2:8]/[CH:9]=[CH:10]\[CH2:11][CH:12]([C:18](OCC)=[O:19])[C:13](OCC)=[O:14].[BH4-].[Na+].CO.[Cl-].[Li+]. Given the product [OH:19][CH2:18][CH:12]([CH2:11]/[CH:10]=[CH:9]\[CH2:8][O:7][CH:2]1[CH2:3][CH2:4][CH2:5][CH2:6][O:1]1)[CH2:13][OH:14], predict the reactants needed to synthesize it. (6) The reactants are: Br[CH2:2][C:3]1[CH:8]=[CH:7][C:6]([F:9])=[CH:5][C:4]=1[CH2:10]Br.C(=O)([O-])[O-].[K+].[K+].[C:18]([O:24][C:25]([CH3:28])([CH3:27])[CH3:26])(=[O:23])[CH2:19][C:20]([CH3:22])=[O:21].O. Given the product [C:20]([C:19]1([C:18]([O:24][C:25]([CH3:28])([CH3:27])[CH3:26])=[O:23])[CH2:10][C:4]2[C:3](=[CH:8][CH:7]=[C:6]([F:9])[CH:5]=2)[CH2:2]1)(=[O:21])[CH3:22], predict the reactants needed to synthesize it.